Dataset: Full USPTO retrosynthesis dataset with 1.9M reactions from patents (1976-2016). Task: Predict the reactants needed to synthesize the given product. (1) Given the product [Cl:18][C:12]1[N:11]=[CH:10][C:9]([NH:8][C:6](=[O:7])[O:5][C:1]([CH3:2])([CH3:3])[CH3:4])=[C:14]([CH2:15][OH:16])[CH:13]=1, predict the reactants needed to synthesize it. The reactants are: [C:1]([O:5][C:6]([NH:8][C:9]1[C:14]([C:15](O)=[O:16])=[CH:13][C:12]([Cl:18])=[N:11][CH:10]=1)=[O:7])([CH3:4])([CH3:3])[CH3:2].C(N(CC)CC)C.ClC(OCC(C)C)=O. (2) The reactants are: [C:1]([O:5][C:6]([N:8]1[CH2:13][CH2:12][CH:11]([C:14]([OH:16])=O)[CH2:10][CH2:9]1)=[O:7])([CH3:4])([CH3:3])[CH3:2].N1(C(N2C=CN=C2)=O)C=CN=C1.[F:29][C:30]([CH3:36])([CH3:35])/[C:31](=[N:33]/[OH:34])/[NH2:32]. Given the product [F:29][C:30]([CH3:36])([CH3:35])/[C:31](/[NH:32][C:14]([CH:11]1[CH2:10][CH2:9][N:8]([C:6]([O:5][C:1]([CH3:2])([CH3:3])[CH3:4])=[O:7])[CH2:13][CH2:12]1)=[O:16])=[N:33]/[OH:34], predict the reactants needed to synthesize it. (3) Given the product [CH:20]([C:10]1[NH:11][C:12]([C:13]2[CH:18]=[CH:17][CH:16]=[C:15]([CH3:19])[N:14]=2)=[C:8]([C:4]2[CH:5]=[CH:6][CH:7]=[C:2]([C:24]3[S:23][CH:27]=[CH:26][CH:25]=3)[CH:3]=2)[N:9]=1)([CH3:22])[CH3:21], predict the reactants needed to synthesize it. The reactants are: Br[C:2]1[CH:3]=[C:4]([C:8]2[N:9]=[C:10]([CH:20]([CH3:22])[CH3:21])[NH:11][C:12]=2[C:13]2[CH:18]=[CH:17][CH:16]=[C:15]([CH3:19])[N:14]=2)[CH:5]=[CH:6][CH:7]=1.[S:23]1[CH:27]=[CH:26][CH:25]=[C:24]1B(O)O. (4) The reactants are: [P:1]([O:5][CH2:6][C@H:7]1[O:11][C@@H:10]([N:12]2[CH:19]=[C:18]([CH2:20][C:21]#[C:22][CH2:23][O:24][CH2:25][CH2:26][NH:27][C:28](=[O:33])[C:29]([F:32])([F:31])[F:30])[C:16](=[O:17])[NH:15][C:13]2=[O:14])[CH2:9][CH2:8]1)([OH:4])([OH:3])=[O:2].C(N1C=CN=C1)(N1C=CN=C1)=O.[O-:46][P:47]([O:50][P:51]([O-])([O-:53])=[O:52])(=[O:49])[O-:48].C([N+](CCCC)(CCCC)CCCC)CCC.C([N+](CCCC)(CCCC)CCCC)CCC.C([N+](CCCC)(CCCC)CCCC)CCC.C([N+](CCCC)(CCCC)CCCC)CCC. Given the product [P:1]([O:5][CH2:6][C@H:7]1[O:11][C@@H:10]([N:12]2[CH:19]=[C:18]([CH2:20][C:21]#[C:22][CH2:23][O:24][CH2:25][CH2:26][NH:27][C:28](=[O:33])[C:29]([F:30])([F:31])[F:32])[C:16](=[O:17])[NH:15][C:13]2=[O:14])[CH2:9][CH2:8]1)([O:3][P:51]([O:50][P:47]([OH:49])([OH:48])=[O:46])([OH:53])=[O:52])(=[O:4])[OH:2], predict the reactants needed to synthesize it. (5) Given the product [CH3:29][CH:30]([CH3:39])[CH:31]([CH:33]1[CH2:38][CH2:37][N:36]([CH2:11][C:10]2[N:2]([CH3:1])[C:3]3[C:8]([N:9]=2)=[C:7]([N:13]2[CH2:14][CH2:15][O:16][CH2:17][CH2:18]2)[N:6]=[C:5]([N:19]2[C:23]4[CH:24]=[CH:25][CH:26]=[CH:27][C:22]=4[N:21]=[C:20]2[CH3:28])[N:4]=3)[CH2:35][CH2:34]1)[OH:32], predict the reactants needed to synthesize it. The reactants are: [CH3:1][N:2]1[C:10]([CH:11]=O)=[N:9][C:8]2[C:3]1=[N:4][C:5]([N:19]1[C:23]3[CH:24]=[CH:25][CH:26]=[CH:27][C:22]=3[N:21]=[C:20]1[CH3:28])=[N:6][C:7]=2[N:13]1[CH2:18][CH2:17][O:16][CH2:15][CH2:14]1.[CH3:29][CH:30]([CH3:39])[CH:31]([CH:33]1[CH2:38][CH2:37][NH:36][CH2:35][CH2:34]1)[OH:32].C(O[BH-](OC(=O)C)OC(=O)C)(=O)C.[Na+]. (6) The reactants are: [NH:1]1[CH2:5][CH2:4][CH2:3][CH2:2]1.[CH2:6]([O:13][N:14]1[C:19](=[O:20])[C:18]2[CH:21]=[C:22]([F:26])[C:23](Cl)=[N:24][C:17]=2[N:16]([C:27]2[CH:32]=[CH:31][CH:30]=[CH:29][C:28]=2[F:33])[C:15]1=[O:34])[C:7]1[CH:12]=[CH:11][CH:10]=[CH:9][CH:8]=1.C(N(CC)CC)C. Given the product [CH2:6]([O:13][N:14]1[C:19](=[O:20])[C:18]2[CH:21]=[C:22]([F:26])[C:23]([N:1]3[CH2:5][CH2:4][CH2:3][CH2:2]3)=[N:24][C:17]=2[N:16]([C:27]2[CH:32]=[CH:31][CH:30]=[CH:29][C:28]=2[F:33])[C:15]1=[O:34])[C:7]1[CH:12]=[CH:11][CH:10]=[CH:9][CH:8]=1, predict the reactants needed to synthesize it. (7) Given the product [CH:38]([C:37]1[CH:36]=[C:35]([CH:42]=[CH:41][CH:40]=1)[C:33]#[N:34])=[CH:2][CH2:3][CH2:4][CH2:5][CH3:6], predict the reactants needed to synthesize it. The reactants are: [Br-].[CH2:2]([P+](C1C=CC=CC=1)(C1C=CC=CC=1)C1C=CC=CC=1)[CH2:3][CH2:4][CH2:5][CH3:6].CN(C=O)C.[H-].[Na+].[C:33]([C:35]1[CH:36]=[C:37]([CH:40]=[CH:41][CH:42]=1)[CH:38]=O)#[N:34]. (8) Given the product [CH2:22]([O:26][C:2]1[C:3]2[CH:15]=[CH:14][CH:13]=[CH:12][C:4]=2[S:5][C:6]=1[C:7]1[NH:8][CH2:9][CH2:10][N:11]=1)[CH2:23][CH2:24][CH3:25], predict the reactants needed to synthesize it. The reactants are: Cl[C:2]1[C:3]2[CH:15]=[CH:14][CH:13]=[CH:12][C:4]=2[S:5][C:6]=1[C:7]1[NH:8][CH2:9][CH2:10][N:11]=1.CC(C)([O-])C.[K+].[CH2:22]([OH:26])[CH2:23][CH2:24][CH3:25].